This data is from Full USPTO retrosynthesis dataset with 1.9M reactions from patents (1976-2016). The task is: Predict the reactants needed to synthesize the given product. (1) Given the product [C:19]([OH:24])(=[O:25])[C:34]([OH:37])=[O:36].[O:24]=[C:19]1[CH2:20][CH2:21][CH2:22][CH2:23][N:18]1[C:13]1[CH:14]=[CH:15][CH:16]=[CH:17][C:12]=1[CH2:11][CH2:10][N:8]1[CH2:9][CH:6]([O:5][C:26]2[CH:33]=[CH:32][C:29]([C:30]#[N:31])=[CH:28][CH:27]=2)[CH2:7]1, predict the reactants needed to synthesize it. The reactants are: CS([O:5][CH:6]1[CH2:9][N:8]([CH2:10][CH2:11][C:12]2[CH:17]=[CH:16][CH:15]=[CH:14][C:13]=2[N:18]2[CH2:23][CH2:22][CH2:21][CH2:20][C:19]2=[O:24])[CH2:7]1)(=O)=O.[OH:25][C:26]1[CH:33]=[CH:32][C:29]([C:30]#[N:31])=[CH:28][CH:27]=1.[C:34]([O-:37])([O-:36])=O.[K+].[K+]. (2) Given the product [CH3:22][O:21][C:12]1[C:13]([O:19][CH3:20])=[C:14]([O:17][CH3:18])[CH:15]=[CH:16][C:11]=1[C:7]1[CH:8]=[CH:9][CH:10]=[C:5]([C:3]([OH:4])=[O:2])[CH:6]=1, predict the reactants needed to synthesize it. The reactants are: C[O:2][C:3]([C:5]1[CH:6]=[C:7]([C:11]2[CH:16]=[CH:15][C:14]([O:17][CH3:18])=[C:13]([O:19][CH3:20])[C:12]=2[O:21][CH3:22])[CH:8]=[CH:9][CH:10]=1)=[O:4].[Li+].[OH-].Cl. (3) Given the product [Cl:1][C:2]1[C:11]2[C:6](=[CH:7][C:8]([O:14][CH2:44][CH2:43][N:40]3[CH2:41][CH2:42][N:37]([CH2:36][CH2:35][F:34])[CH2:38][CH2:39]3)=[C:9]([O:12][CH3:13])[CH:10]=2)[N:5]=[CH:4][N:3]=1, predict the reactants needed to synthesize it. The reactants are: [Cl:1][C:2]1[C:11]2[C:6](=[CH:7][C:8]([OH:14])=[C:9]([O:12][CH3:13])[CH:10]=2)[N:5]=[CH:4][N:3]=1.C1(P(C2C=CC=CC=2)C2C=CC=CC=2)C=CC=CC=1.[F:34][CH2:35][CH2:36][N:37]1[CH2:42][CH2:41][N:40]([CH2:43][CH2:44]O)[CH2:39][CH2:38]1.N(C(OC(C)C)=O)=NC(OC(C)C)=O. (4) The reactants are: C[C:2]1(C)[O:7][C:6](=[O:8])[CH2:5][C:4](=[O:9])O1.N1C=CC=CC=1.[CH3:17][O:18][CH2:19][CH2:20][CH2:21][CH2:22]C(Cl)=O.ClCCl.Cl. Given the product [CH3:17][O:18][CH2:19][CH2:20][CH2:21][CH2:22][C:4](=[O:9])[CH2:5][C:6]([O:7][CH3:2])=[O:8], predict the reactants needed to synthesize it. (5) Given the product [NH2:1][C:2]1[CH:7]=[CH:6][C:5]([C:25]2[CH:33]=[CH:32][CH:31]=[C:30]3[C:26]=2[CH:27]=[CH:28][NH:29]3)=[CH:4][C:3]=1[C:9]([C:11]1[CH:12]=[N:13][CH:14]=[CH:15][CH:16]=1)=[O:10], predict the reactants needed to synthesize it. The reactants are: [NH2:1][C:2]1[CH:7]=[CH:6][C:5](Br)=[CH:4][C:3]=1[C:9]([C:11]1[CH:12]=[N:13][CH:14]=[CH:15][CH:16]=1)=[O:10].CC1(C)C(C)(C)OB([C:25]2[CH:33]=[CH:32][CH:31]=[C:30]3[C:26]=2[CH:27]=[CH:28][N:29]3[Si](C(C)C)(C(C)C)C(C)C)O1.[O-]P([O-])([O-])=O.[K+].[K+].[K+].C(OCC)(=O)C.